From a dataset of Peptide-MHC class I binding affinity with 185,985 pairs from IEDB/IMGT. Regression. Given a peptide amino acid sequence and an MHC pseudo amino acid sequence, predict their binding affinity value. This is MHC class I binding data. (1) The peptide sequence is KVFFVNWFR. The MHC is HLA-A26:02 with pseudo-sequence HLA-A26:02. The binding affinity (normalized) is 0.234. (2) The peptide sequence is LASSLLRNDV. The MHC is HLA-B58:01 with pseudo-sequence HLA-B58:01. The binding affinity (normalized) is 0.321. (3) The MHC is HLA-A02:19 with pseudo-sequence HLA-A02:19. The peptide sequence is SLADQLIHL. The binding affinity (normalized) is 0.851. (4) The peptide sequence is YERGNIIIF. The MHC is HLA-A69:01 with pseudo-sequence HLA-A69:01. The binding affinity (normalized) is 0.0847. (5) The peptide sequence is AYISSEATTSV. The MHC is Patr-A0901 with pseudo-sequence Patr-A0901. The binding affinity (normalized) is 0.765.